From a dataset of NCI-60 drug combinations with 297,098 pairs across 59 cell lines. Regression. Given two drug SMILES strings and cell line genomic features, predict the synergy score measuring deviation from expected non-interaction effect. (1) Drug 1: CCN(CC)CCNC(=O)C1=C(NC(=C1C)C=C2C3=C(C=CC(=C3)F)NC2=O)C. Cell line: HL-60(TB). Synergy scores: CSS=45.3, Synergy_ZIP=-1.63, Synergy_Bliss=-3.34, Synergy_Loewe=-9.90, Synergy_HSA=-3.73. Drug 2: C1CC(=O)NC(=O)C1N2C(=O)C3=CC=CC=C3C2=O. (2) Drug 1: CC1=C(C=C(C=C1)NC2=NC=CC(=N2)N(C)C3=CC4=NN(C(=C4C=C3)C)C)S(=O)(=O)N.Cl. Drug 2: CS(=O)(=O)CCNCC1=CC=C(O1)C2=CC3=C(C=C2)N=CN=C3NC4=CC(=C(C=C4)OCC5=CC(=CC=C5)F)Cl. Cell line: OVCAR3. Synergy scores: CSS=3.36, Synergy_ZIP=0.731, Synergy_Bliss=2.06, Synergy_Loewe=-4.23, Synergy_HSA=-0.0121.